This data is from Catalyst prediction with 721,799 reactions and 888 catalyst types from USPTO. The task is: Predict which catalyst facilitates the given reaction. (1) Reactant: [C:1]([O:5][C:6]([N:8]1[CH2:13][CH2:12][CH:11]([C:14]([OH:16])=O)[CH2:10][CH2:9]1)=[O:7])([CH3:4])([CH3:3])[CH3:2].O[N:18]=[C:19]([N:21]1[C:29]2[C:24](=[CH:25][CH:26]=[CH:27][CH:28]=2)[C:23]([CH:30]([CH3:32])[CH3:31])=[N:22]1)[NH2:20].O. Product: [CH3:32][CH:30]([C:23]1[C:24]2[C:29](=[CH:28][CH:27]=[CH:26][CH:25]=2)[N:21]([C:19]2[N:20]=[C:14]([CH:11]3[CH2:10][CH2:9][N:8]([C:6]([O:5][C:1]([CH3:2])([CH3:3])[CH3:4])=[O:7])[CH2:13][CH2:12]3)[O:16][N:18]=2)[N:22]=1)[CH3:31]. The catalyst class is: 3. (2) Reactant: P(Cl)(Cl)(Cl)=O.[C:6]([C:10]1[N:11]=[C:12]([NH:15][C:16]([C:18]2[CH:34]=[CH:33][N:21]3[C:22](=[O:32])[CH:23]=[C:24]([N:26]4[CH2:31][CH2:30][O:29][CH2:28][CH2:27]4)[N:25]=[C:20]3[CH:19]=2)=[O:17])[S:13][CH:14]=1)([CH3:9])([CH3:8])[CH3:7].[C:35](=O)([O-])[OH:36].[Na+]. Product: [C:6]([C:10]1[N:11]=[C:12]([NH:15][C:16]([C:18]2[CH:34]=[CH:33][N:21]3[C:22](=[O:32])[C:23]([CH:35]=[O:36])=[C:24]([N:26]4[CH2:27][CH2:28][O:29][CH2:30][CH2:31]4)[N:25]=[C:20]3[CH:19]=2)=[O:17])[S:13][CH:14]=1)([CH3:9])([CH3:7])[CH3:8]. The catalyst class is: 9.